This data is from Reaction yield outcomes from USPTO patents with 853,638 reactions. The task is: Predict the reaction yield, written as a fraction of the theoretical maximum amount of product (1.0 means a 100% yield; for example, 0.34 means a 34% yield). (1) The reactants are [C:1]1([N:7]([CH2:9][CH2:10][OH:11])N)[CH:6]=[CH:5][CH:4]=[CH:3][CH:2]=1.[CH2:12]([N:14]([CH2:28][CH3:29])[C:15]([CH:17]1[CH2:26][C:25](=O)[C:24]2[C:19](=[CH:20][CH:21]=[CH:22][CH:23]=2)[S:18]1)=[O:16])[CH3:13].S(=O)(=O)(O)O. The catalyst is C(O)C. The product is [CH2:28]([N:14]([CH2:12][CH3:13])[C:15]([CH:17]1[C:26]2[C:6]3[C:1](=[CH:2][CH:3]=[CH:4][CH:5]=3)[N:7]([CH2:9][CH2:10][OH:11])[C:25]=2[C:24]2[CH:23]=[CH:22][CH:21]=[CH:20][C:19]=2[S:18]1)=[O:16])[CH3:29]. The yield is 0.860. (2) The reactants are [F:1][C:2]1[CH:3]=[C:4]([C@@H:9]2[C:14]([C:15]([O:17]C)=[O:16])=[C:13]([CH2:19][O:20][CH3:21])[NH:12][C:11](=[O:22])[NH:10]2)[CH:5]=[CH:6][C:7]=1[F:8].[OH-].[Li+]. The catalyst is O.C1COCC1. The product is [F:1][C:2]1[CH:3]=[C:4]([C@@H:9]2[C:14]([C:15]([OH:17])=[O:16])=[C:13]([CH2:19][O:20][CH3:21])[NH:12][C:11](=[O:22])[NH:10]2)[CH:5]=[CH:6][C:7]=1[F:8]. The yield is 0.900. (3) The reactants are [NH:1]1[C:9]2[C:4](=[CH:5][C:6]([C:10]3[N:14]=[C:13]([NH:15][C:16](=[O:22])[O:17][C:18]([CH3:21])([CH3:20])[CH3:19])[S:12][N:11]=3)=[CH:7][CH:8]=2)[CH:3]=[CH:2]1.[I:23]N1C(=O)CCC1=O.OS([O-])=O.[Na+]. The catalyst is C1COCC1. The product is [I:23][C:3]1[C:4]2[C:9](=[CH:8][CH:7]=[C:6]([C:10]3[N:14]=[C:13]([NH:15][C:16](=[O:22])[O:17][C:18]([CH3:19])([CH3:21])[CH3:20])[S:12][N:11]=3)[CH:5]=2)[NH:1][CH:2]=1. The yield is 0.588. (4) The reactants are C(N(CC)CC)C.Cl.[NH2:9][C@@H:10]1[CH2:15][CH2:14][C@H:13]([C:16]([O:18][CH3:19])=[O:17])[CH2:12][CH2:11]1.[CH3:20][C:21]([S:24](Cl)=[O:25])([CH3:23])[CH3:22].Cl. The catalyst is C(OCC)(=O)C. The product is [CH3:20][C:21]([S:24]([NH:9][C@@H:10]1[CH2:11][CH2:12][C@H:13]([C:16]([O:18][CH3:19])=[O:17])[CH2:14][CH2:15]1)=[O:25])([CH3:23])[CH3:22]. The yield is 1.09. (5) The reactants are C(P(=O)(OCC)OCC)#N.[Cl:11][C:12]1[CH:13]=[CH:14][C:15]2[N:21]([CH2:22][C:23]([CH3:27])([CH3:26])[CH2:24][OH:25])[C:20](=[O:28])[C@@H:19]([CH2:29][C:30]([OH:32])=O)[O:18][C@H:17]([C:33]3[CH:38]=[CH:37][CH:36]=[C:35]([O:39][CH3:40])[C:34]=3[O:41][CH3:42])[C:16]=2[CH:43]=1.Cl.[NH2:45][CH2:46][CH2:47][C:48]1[O:49][CH:50]=[CH:51][C:52]=1[C:53]([O:55][CH3:56])=[O:54].N12CCCN=C1CCCCC2.C(N(CC)CC)C.C(=O)(O)[O-].[Na+]. The catalyst is O1CCCC1. The product is [Cl:11][C:12]1[CH:13]=[CH:14][C:15]2[N:21]([CH2:22][C:23]([CH3:27])([CH3:26])[CH2:24][OH:25])[C:20](=[O:28])[C@@H:19]([CH2:29][C:30]([NH:45][CH2:46][CH2:47][C:48]3[O:49][CH:50]=[CH:51][C:52]=3[C:53]([O:55][CH3:56])=[O:54])=[O:32])[O:18][C@H:17]([C:33]3[CH:38]=[CH:37][CH:36]=[C:35]([O:39][CH3:40])[C:34]=3[O:41][CH3:42])[C:16]=2[CH:43]=1. The yield is 0.880. (6) The reactants are BrC1C=CC2[C:6](=O)[C:7]3C=C(F)C=C[C:8]=3[O:9][CH2:10]C=2C=1.Br[C:20]1[CH:39]=[CH:38][C:23]2/[C:24](=[C:34](/[CH3:37])\[C:35]#[N:36])/[C:25]3[CH:32]=[C:31]([F:33])[CH:30]=[CH:29][C:26]=3[O:27][CH2:28][C:22]=2[CH:21]=1.BrC1C=CC2/C(=C(\C)/C#N)/C3C=C(F)C=CC=3[O:48]CC=2C=1.BrC1C=CC2/C(=C3/C(CC#N)C/3)/C3C=CC=CC=3OCC=2C=1. No catalyst specified. The product is [C:35](/[C:34](=[C:24]1/[C:25]2[CH:32]=[C:31]([F:33])[CH:30]=[CH:29][C:26]=2[O:27][CH2:28][C:22]2[CH:21]=[C:20]([C:10]([O:9][CH2:8][CH2:7][CH3:6])=[O:48])[CH:39]=[CH:38][C:23]/1=2)/[CH3:37])#[N:36]. The yield is 0.210. (7) The yield is 0.176. The reactants are [Cl:1][C:2]1[C:3]([F:31])=[C:4]([C@@H:8]2[C@:12]([C:15]3[CH:20]=[CH:19][C:18]([Cl:21])=[CH:17][C:16]=3[F:22])([C:13]#[N:14])[C@H:11]([CH2:23][C:24]([CH3:27])([CH3:26])[CH3:25])[NH:10][C@H:9]2[C:28]([OH:30])=O)[CH:5]=[CH:6][CH:7]=1.[NH2:32][C:33]1[CH:34]=[C:35]2[C:39](=[CH:40][CH:41]=1)[NH:38][C:37]([C:42]([O:44][CH2:45][CH3:46])=[O:43])=[CH:36]2.CN(C(ON1N=NC2C=CC=NC1=2)=[N+](C)C)C.F[P-](F)(F)(F)(F)F.CCN(C(C)C)C(C)C. The product is [CH2:45]([O:44][C:42]([C:37]1[NH:38][C:39]2[C:35]([CH:36]=1)=[CH:34][C:33]([NH:32][C:28]([C@H:9]1[C@H:8]([C:4]3[CH:5]=[CH:6][CH:7]=[C:2]([Cl:1])[C:3]=3[F:31])[C@:12]([C:15]3[CH:20]=[CH:19][C:18]([Cl:21])=[CH:17][C:16]=3[F:22])([C:13]#[N:14])[C@H:11]([CH2:23][C:24]([CH3:25])([CH3:27])[CH3:26])[NH:10]1)=[O:30])=[CH:41][CH:40]=2)=[O:43])[CH3:46]. The catalyst is C(Cl)Cl. (8) The reactants are N(C([O:10][CH2:11][CH3:12])=O)=NC(OCC)=O.[NH:13]1[C:21]2[C:16](=[CH:17][CH:18]=[CH:19][CH:20]=2)C[C:14]1=O.CO.C1(P(C2C=CC=CC=2)C2C=CC=CC=2)C=CC=CC=1. The catalyst is C1COCC1. The product is [CH3:14][N:13]1[C:21]2[C:20](=[CH:19][CH:18]=[CH:17][CH:16]=2)[CH2:12][C:11]1=[O:10]. The yield is 0.591.